This data is from Forward reaction prediction with 1.9M reactions from USPTO patents (1976-2016). The task is: Predict the product of the given reaction. (1) Given the reactants [CH:1]1([C:6]([O:8]CC)=O)[CH2:5][CH2:4][CH2:3][CH2:2]1.C1(C(O)=O)CCCC1.[C:19](#[N:21])[CH3:20].[H-].[Na+], predict the reaction product. The product is: [CH:1]1([C:6](=[O:8])[CH2:20][C:19]#[N:21])[CH2:2][CH2:3][CH2:4][CH2:5]1. (2) Given the reactants [CH3:1][C@@H:2]([C:5]([O:7][CH3:8])=[O:6])[CH2:3][OH:4].N1C=CN=C1.[Si:14](Cl)([C:27]([CH3:30])([CH3:29])[CH3:28])([C:21]1[CH:26]=[CH:25][CH:24]=[CH:23][CH:22]=1)[C:15]1[CH:20]=[CH:19][CH:18]=[CH:17][CH:16]=1, predict the reaction product. The product is: [CH3:8][O:7][C:5](=[O:6])[C@H:2]([CH3:1])[CH2:3][O:4][Si:14]([C:27]([CH3:30])([CH3:29])[CH3:28])([C:21]1[CH:22]=[CH:23][CH:24]=[CH:25][CH:26]=1)[C:15]1[CH:20]=[CH:19][CH:18]=[CH:17][CH:16]=1. (3) Given the reactants Cl.[N:2]1[CH2:3][CH2:4][CH2:5][C:6]=1[NH2:7].[F:8][C:9]([F:20])([F:19])[C:10](=O)[CH:11]([CH3:17])[C:12](OCC)=[O:13].C[O-].[Na+], predict the reaction product. The product is: [CH3:17][C:11]1[C:12](=[O:13])[N:2]2[CH2:3][CH2:4][CH2:5][C:6]2=[N:7][C:10]=1[C:9]([F:20])([F:19])[F:8]. (4) Given the reactants [Br:1][C:2]1[CH:7]=[CH:6][C:5]([C:8]([C:10]2[CH:15]=[CH:14][CH:13]=[C:12]([O:16]C)[CH:11]=2)=[O:9])=[CH:4][C:3]=1[F:18].[Al+3].[Cl-].[Cl-].[Cl-].Cl, predict the reaction product. The product is: [Br:1][C:2]1[CH:7]=[CH:6][C:5]([C:8]([C:10]2[CH:15]=[CH:14][CH:13]=[C:12]([OH:16])[CH:11]=2)=[O:9])=[CH:4][C:3]=1[F:18].